Predict the product of the given reaction. From a dataset of Forward reaction prediction with 1.9M reactions from USPTO patents (1976-2016). (1) Given the reactants [O:1]=[C:2]1[NH:10][C:5]2=[N:6][CH:7]=[CH:8][CH:9]=[C:4]2[N:3]1[CH:11]1[CH2:16][CH2:15][N:14]([C:17]2[N:22]=[CH:21][N:20]=[C:19]([C:23](O)=[O:24])[CH:18]=2)[CH2:13][CH2:12]1.[NH:26]1[C:34]2[C:29](=[CH:30][CH:31]=[CH:32][CH:33]=2)[CH:28]([CH2:35][OH:36])[CH2:27]1.CN(C(ON1N=NC2C=CC=CC1=2)=[N+](C)C)C.[B-](F)(F)(F)F, predict the reaction product. The product is: [OH:36][CH2:35][CH:28]1[C:29]2[C:34](=[CH:33][CH:32]=[CH:31][CH:30]=2)[N:26]([C:23]([C:19]2[N:20]=[CH:21][N:22]=[C:17]([N:14]3[CH2:15][CH2:16][CH:11]([N:3]4[C:4]5[C:5](=[N:6][CH:7]=[CH:8][CH:9]=5)[NH:10][C:2]4=[O:1])[CH2:12][CH2:13]3)[CH:18]=2)=[O:24])[CH2:27]1. (2) Given the reactants [Cl:1][CH2:2][CH2:3][CH2:4][S:5]([NH2:8])(=[O:7])=[O:6].C(Cl)CCl.[C:13]([O:17][C:18]([NH:20][CH2:21][CH2:22][N:23]([CH3:52])[C@@H:24]1[CH2:31][N:30]2[C:32]3[CH:33]=[C:34]([C:45](O)=[O:46])[CH:35]=[CH:36][C:37]=3[C:38]([CH:39]3[CH2:44][CH2:43][CH2:42][CH2:41][CH2:40]3)=[C:29]2[C:28]2[CH:48]=[CH:49][CH:50]=[CH:51][C:27]=2[O:26][CH2:25]1)=[O:19])([CH3:16])([CH3:15])[CH3:14], predict the reaction product. The product is: [C:13]([O:17][C:18](=[O:19])[NH:20][CH2:21][CH2:22][N:23]([C@@H:24]1[CH2:31][N:30]2[C:32]3[CH:33]=[C:34]([C:45]([NH:8][S:5]([CH2:4][CH2:3][CH2:2][Cl:1])(=[O:7])=[O:6])=[O:46])[CH:35]=[CH:36][C:37]=3[C:38]([CH:39]3[CH2:44][CH2:43][CH2:42][CH2:41][CH2:40]3)=[C:29]2[C:28]2[CH:48]=[CH:49][CH:50]=[CH:51][C:27]=2[O:26][CH2:25]1)[CH3:52])([CH3:16])([CH3:14])[CH3:15].